From a dataset of Catalyst prediction with 721,799 reactions and 888 catalyst types from USPTO. Predict which catalyst facilitates the given reaction. (1) Reactant: [CH2:1]([O:3][P:4](/[CH:9]=[CH:10]/[C:11]1[C:12]([O:22][CH2:23][C:24]2[CH:47]=[CH:46][C:27]([O:28][CH2:29][C:30]3[N:31]=[C:32]([C:36]4[CH:45]=[CH:44][CH:43]=[CH:42][C:37]=4[C:38]([O:40]C)=[O:39])[O:33][C:34]=3[CH3:35])=[C:26]([O:48][CH3:49])[CH:25]=2)=[N:13][N:14]([C:16]2[CH:21]=[CH:20][CH:19]=[CH:18][CH:17]=2)[CH:15]=1)([O:6][CH2:7][CH3:8])=[O:5])[CH3:2].O1CCCC1.[OH-].[Na+].Cl. Product: [CH2:7]([O:6][P:4](/[CH:9]=[CH:10]/[C:11]1[C:12]([O:22][CH2:23][C:24]2[CH:47]=[CH:46][C:27]([O:28][CH2:29][C:30]3[N:31]=[C:32]([C:36]4[CH:45]=[CH:44][CH:43]=[CH:42][C:37]=4[C:38]([OH:40])=[O:39])[O:33][C:34]=3[CH3:35])=[C:26]([O:48][CH3:49])[CH:25]=2)=[N:13][N:14]([C:16]2[CH:17]=[CH:18][CH:19]=[CH:20][CH:21]=2)[CH:15]=1)([O:3][CH2:1][CH3:2])=[O:5])[CH3:8]. The catalyst class is: 97. (2) Reactant: Cl[C:2]1[C:3]2[C:4](=[CH:16][N:17](CC3C=CC(OC)=CC=3)[N:18]=2)[N:5]=[C:6]([C:8]2[CH:13]=[CH:12][C:11]([O:14][CH3:15])=[CH:10][CH:9]=2)[N:7]=1.[CH3:28][N:29]1[CH2:34][CH2:33][N:32]([C:35]2[CH:41]=[CH:40][C:38]([NH2:39])=[CH:37][CH:36]=2)[CH2:31][CH2:30]1.Cl. Product: [CH3:15][O:14][C:11]1[CH:10]=[CH:9][C:8]([C:6]2[N:7]=[C:2]([NH:39][C:38]3[CH:37]=[CH:36][C:35]([N:32]4[CH2:31][CH2:30][N:29]([CH3:28])[CH2:34][CH2:33]4)=[CH:41][CH:40]=3)[C:3]3[NH:18][N:17]=[CH:16][C:4]=3[N:5]=2)=[CH:13][CH:12]=1. The catalyst class is: 71. (3) The catalyst class is: 41. Product: [Cl:1][C:2]1[N:11]=[C:10]([NH:14][C:15]2[CH:20]=[CH:19][C:18]([CH:21]3[CH2:26][CH2:25][N:24]([C:27]([O:29][C:30]([CH3:32])([CH3:31])[CH3:33])=[O:28])[CH2:23][CH2:22]3)=[C:17]([CH3:34])[CH:16]=2)[C:9]2[C:8](=[O:13])[NH:7][CH:6]=[CH:5][C:4]=2[CH:3]=1. Reactant: [Cl:1][C:2]1[CH:3]=[C:4]2[C:9](=[C:10](Cl)[N:11]=1)[C:8](=[O:13])[NH:7][CH:6]=[CH:5]2.[NH2:14][C:15]1[CH:20]=[CH:19][C:18]([CH:21]2[CH2:26][CH2:25][N:24]([C:27]([O:29][C:30]([CH3:33])([CH3:32])[CH3:31])=[O:28])[CH2:23][CH2:22]2)=[C:17]([CH3:34])[CH:16]=1. (4) Reactant: COC1C=CC(C[O:8][C@@H:9]([CH3:57])[C:10]([O:12][C@H:13]2[C@H:18]([NH:19][C:20]([O:22][CH3:23])=[O:21])[CH2:17][CH2:16][N:15]([C:24]3[CH:29]=[C:28]([C:30]#[N:31])[CH:27]=[C:26]([NH:32][C:33]4[N:38]=[C:37]([N:39](CC)[CH2:40][C:41]5C=CC(OC)=CC=5)[C:36]5=[N:51][CH:52]=[C:53]([C:54]#[N:55])[N:35]5[N:34]=4)[C:25]=3[Cl:56])[CH2:14]2)=[O:11])=CC=1.C1(OC)C=CC=CC=1.C(O)(C(F)(F)F)=O. Product: [OH:8][C@@H:9]([CH3:57])[C:10]([O:12][C@H:13]1[C@H:18]([NH:19][C:20]([O:22][CH3:23])=[O:21])[CH2:17][CH2:16][N:15]([C:24]2[CH:29]=[C:28]([C:30]#[N:31])[CH:27]=[C:26]([NH:32][C:33]3[N:38]=[C:37]([NH:39][CH2:40][CH3:41])[C:36]4=[N:51][CH:52]=[C:53]([C:54]#[N:55])[N:35]4[N:34]=3)[C:25]=2[Cl:56])[CH2:14]1)=[O:11]. The catalyst class is: 26. (5) Reactant: [N:1](CCCCCNCCCCCN=[N+]=[N-])=[N+:2]=[N-:3].[OH:18][C:19]([CH2:21][CH2:22][CH2:23][CH2:24][C@H:25]1[C@@H:33]2[C@@H:28]([NH:29][C:30]([NH:32]2)=[O:31])[CH2:27][S:26]1)=[O:20].C1CN([P+](O[N:51]2[N:59]=[N:58]C3C=CC=CC2=3)(N2CCCC2)N2CCCC2)CC1.F[P-](F)(F)(F)(F)F.CCN(CC)CC. Product: [N-:1]=[N+:2]=[N-:3].[N-:58]=[N+:59]=[N-:51].[OH:20][C:19]([CH2:21][CH2:22][CH2:23][CH2:24][C@H:25]1[C@@H:33]2[C@@H:28]([NH:29][C:30]([NH:32]2)=[O:31])[CH2:27][S:26]1)=[O:18]. The catalyst class is: 3. (6) Reactant: [Br:1][CH2:2][C:3]1([OH:20])[CH:8]([CH3:9])[CH2:7][C:6]([C:10]2[CH:15]=[CH:14][N:13]=[CH:12][C:11]=2[N+:16]([O-:18])=[O:17])=[CH:5][CH:4]1O.CS(Cl)(=O)=O. Product: [Br:1][CH2:2][C:3]12[O:20][CH:4]1[CH:5]=[C:6]([C:10]1[CH:15]=[CH:14][N:13]=[CH:12][C:11]=1[N+:16]([O-:18])=[O:17])[CH2:7][CH:8]2[CH3:9]. The catalyst class is: 2. (7) Reactant: [Na].[CH3:2][C:3](=[O:9])[CH2:4][C:5](=[O:8])[CH2:6][CH3:7].Br[CH2:11][C:12]([C:14]1[CH:15]=[C:16]2[C:21](=[CH:22][CH:23]=1)[N:20]([CH3:24])[C:19](=[O:25])[CH2:18][C:17]2([CH3:27])[CH3:26])=[O:13].O. Product: [C:3]([CH:4]([C:5](=[O:8])[CH2:6][CH3:7])[CH2:11][C:12]([C:14]1[CH:15]=[C:16]2[C:21](=[CH:22][CH:23]=1)[N:20]([CH3:24])[C:19](=[O:25])[CH2:18][C:17]2([CH3:27])[CH3:26])=[O:13])(=[O:9])[CH3:2]. The catalyst class is: 11. (8) Reactant: [F:1][C:2]1[C:23]([N:24]2[C:28]3[CH:29]=[CH:30][CH:31]=[CH:32][C:27]=3[N:26]=[C:25]2[CH3:33])=[CH:22][CH:21]=[CH:20][C:3]=1[CH2:4][NH:5][C:6]1[CH:19]=[CH:18][C:9]2[C@H:10]([CH2:13][C:14]([O:16]C)=[O:15])[CH2:11][O:12][C:8]=2[CH:7]=1.[OH-].[Na+]. Product: [F:1][C:2]1[C:23]([N:24]2[C:28]3[CH:29]=[CH:30][CH:31]=[CH:32][C:27]=3[N:26]=[C:25]2[CH3:33])=[CH:22][CH:21]=[CH:20][C:3]=1[CH2:4][NH:5][C:6]1[CH:19]=[CH:18][C:9]2[C@H:10]([CH2:13][C:14]([OH:16])=[O:15])[CH2:11][O:12][C:8]=2[CH:7]=1. The catalyst class is: 83. (9) Reactant: [CH3:1][C@@H:2]1[CH2:7][N:6]([C:8]2[C:15]([F:16])=[C:14]([F:17])[C:13]([C:18]#[C:19][C:20]3[S:21][C:22]([CH3:25])=[N:23][N:24]=3)=[CH:12][C:9]=2[CH:10]=O)[CH2:5][C@H:4]([CH3:26])[O:3]1.[NH:27]1[C:34](=[O:35])[CH2:33][C:31](=[O:32])[NH:30][C:28]1=[O:29]. Product: [F:17][C:14]1[C:15]([F:16])=[C:8]2[C:9]([CH2:10][C:33]3([C@@H:5]4[C@@H:4]([CH3:26])[O:3][C@@H:2]([CH3:1])[CH2:7][N:6]42)[C:31](=[O:32])[NH:30][C:28](=[O:29])[NH:27][C:34]3=[O:35])=[CH:12][C:13]=1[C:18]#[C:19][C:20]1[S:21][C:22]([CH3:25])=[N:23][N:24]=1. The catalyst class is: 41.